This data is from Full USPTO retrosynthesis dataset with 1.9M reactions from patents (1976-2016). The task is: Predict the reactants needed to synthesize the given product. Given the product [C:7]1([C:5]2[N:6]3[CH:19]=[C:20]([C:22]4[CH:23]=[CH:24][CH:25]=[CH:26][CH:27]=4)[N:1]=[C:2]3[S:3][C:4]=2[C:13]([O:15][CH2:16][CH3:17])=[O:14])[CH:12]=[CH:11][CH:10]=[CH:9][CH:8]=1, predict the reactants needed to synthesize it. The reactants are: [NH2:1][C:2]1[S:3][C:4]([C:13]([O:15][CH2:16][CH3:17])=[O:14])=[C:5]([C:7]2[CH:12]=[CH:11][CH:10]=[CH:9][CH:8]=2)[N:6]=1.Br[CH2:19][C:20]([C:22]1[CH:23]=[C+:24][CH:25]=[CH:26][CH:27]=1)=O.